This data is from Reaction yield outcomes from USPTO patents with 853,638 reactions. The task is: Predict the reaction yield, written as a fraction of the theoretical maximum amount of product (1.0 means a 100% yield; for example, 0.34 means a 34% yield). (1) The reactants are Br[C:2]1[C:3]2[C:8]([C:9]3[CH:10]=[CH:11][CH:12]=[CH:13][C:14]=3[CH:15]=1)=[CH:7][CH:6]=[CH:5][CH:4]=2.[CH:16]([C:18]1[CH:23]=[CH:22][CH:21]=[CH:20][C:19]=1B(O)O)=[O:17].C(=O)([O-])[O-].[Na+].[Na+]. The catalyst is C1C=CC([P]([Pd]([P](C2C=CC=CC=2)(C2C=CC=CC=2)C2C=CC=CC=2)([P](C2C=CC=CC=2)(C2C=CC=CC=2)C2C=CC=CC=2)[P](C2C=CC=CC=2)(C2C=CC=CC=2)C2C=CC=CC=2)(C2C=CC=CC=2)C2C=CC=CC=2)=CC=1.COCCOC. The product is [CH:16]([C:18]1[CH:23]=[CH:22][CH:21]=[CH:20][C:19]=1[C:2]1[C:3]2[C:8]([C:9]3[CH:10]=[CH:11][CH:12]=[CH:13][C:14]=3[CH:15]=1)=[CH:7][CH:6]=[CH:5][CH:4]=2)=[O:17]. The yield is 0.890. (2) The reactants are I[C:2]1[CH:3]=[C:4]([CH:13]=[CH:14][CH:15]=1)[O:5][C:6]([CH3:12])([CH3:11])[C:7]([O:9][CH3:10])=[O:8].[CH2:16]([O:23][C:24]1[CH:25]=[C:26](B(O)O)[CH:27]=[CH:28][CH:29]=1)[C:17]1[CH:22]=[CH:21][CH:20]=[CH:19][CH:18]=1.C(=O)([O-])[O-].[Na+].[Na+].O. The catalyst is C1C=CC=CC=1.[Pd].C1(P(C2C=CC=CC=2)C2C=CC=CC=2)C=CC=CC=1.C1(P(C2C=CC=CC=2)C2C=CC=CC=2)C=CC=CC=1.C1(P(C2C=CC=CC=2)C2C=CC=CC=2)C=CC=CC=1.C1(P(C2C=CC=CC=2)C2C=CC=CC=2)C=CC=CC=1. The yield is 0.810. The product is [CH2:16]([O:23][C:24]1[CH:29]=[C:28]([C:2]2[CH:15]=[CH:14][CH:13]=[C:4]([O:5][C:6]([CH3:12])([CH3:11])[C:7]([O:9][CH3:10])=[O:8])[CH:3]=2)[CH:27]=[CH:26][CH:25]=1)[C:17]1[CH:22]=[CH:21][CH:20]=[CH:19][CH:18]=1. (3) The reactants are [CH3:1][O:2][C:3]1[CH:4]=[C:5]2[C:10](=[C:11]3[CH2:15][C:14]([CH3:17])([CH3:16])[O:13][C:12]=13)[C:9]([C:18]1[CH:19]=[CH:20][C:21](=[O:24])[NH:22][CH:23]=1)=[N:8][C:7]([CH3:26])([CH3:25])[CH2:6]2.[H-].[Na+].I[CH3:30].[OH-].[Na+]. The catalyst is CN(C)C=O.O. The product is [CH3:30][N:22]1[CH:23]=[C:18]([C:9]2[C:10]3[C:5](=[CH:4][C:3]([O:2][CH3:1])=[C:12]4[O:13][C:14]([CH3:17])([CH3:16])[CH2:15][C:11]4=3)[CH2:6][C:7]([CH3:26])([CH3:25])[N:8]=2)[CH:19]=[CH:20][C:21]1=[O:24]. The yield is 0.500. (4) The reactants are [CH2:1]([O:8][C:9]1[CH:14]=[CH:13][C:12]([C@H:15]2[CH2:20][CH2:19][N:18](C(OC(C)(C)C)=O)[CH2:17][C@H:16]2[F:28])=[CH:11][CH:10]=1)[C:2]1[CH:7]=[CH:6][CH:5]=[CH:4][CH:3]=1.C(O)(C(F)(F)F)=O. The catalyst is C(Cl)Cl. The product is [CH2:1]([O:8][C:9]1[CH:14]=[CH:13][C:12]([C@H:15]2[CH2:20][CH2:19][NH:18][CH2:17][C@H:16]2[F:28])=[CH:11][CH:10]=1)[C:2]1[CH:3]=[CH:4][CH:5]=[CH:6][CH:7]=1. The yield is 0.910. (5) The reactants are [CH3:1][C:2]1[C:16](=[O:17])[N:15]=[C:14]2[N:4]([C@@H:5]3[O:9][C@H:8]([CH2:10][OH:11])[C@@H:7]([OH:12])[C@@H:6]3[O:13]2)[CH:3]=1.[CH3:33][O:32][CH2:31][CH2:30][O:29]B([O:29][CH2:30][CH2:31][O:32][CH3:33])[O:29][CH2:30][CH2:31][O:32][CH3:33].[CH3:34]OCCO. No catalyst specified. The product is [CH2:33]([O:32][CH2:31][CH2:30][O:29][C@@H:6]1[C@H:7]([OH:12])[C@@H:8]([CH2:10][OH:11])[O:9][C@H:5]1[N:4]1[CH:3]=[C:2]([CH3:1])[C:16](=[O:17])[NH:15][C:14]1=[O:13])[CH3:34]. The yield is 0.630. (6) The reactants are [CH:1]([C:3]1[S:7][C:6](B(O)O)=[CH:5][CH:4]=1)=[O:2].Br[C:12]1[CH:17]=[CH:16][C:15]([OH:18])=[CH:14][CH:13]=1. No catalyst specified. The product is [OH:18][C:15]1[CH:16]=[CH:17][C:12]([C:6]2[S:7][C:3]([CH:1]=[O:2])=[CH:4][CH:5]=2)=[CH:13][CH:14]=1. The yield is 0.360.